From a dataset of Forward reaction prediction with 1.9M reactions from USPTO patents (1976-2016). Predict the product of the given reaction. (1) Given the reactants [Cl:1][C:2]1[CH:7]=[CH:6][C:5]([S:8]([NH:11][CH2:12][CH2:13][NH:14][C:15]([C:17]2[C:25]3[N:24]=[C:23]([C:26]4[S:27][CH:28]=[CH:29][CH:30]=4)[NH:22][C:21]=3[C:20]([O:31]C)=[CH:19][CH:18]=2)=[O:16])(=[O:10])=[O:9])=[CH:4][CH:3]=1.B(Br)(Br)Br, predict the reaction product. The product is: [Cl:1][C:2]1[CH:7]=[CH:6][C:5]([S:8]([NH:11][CH2:12][CH2:13][NH:14][C:15]([C:17]2[C:25]3[N:24]=[C:23]([C:26]4[S:27][CH:28]=[CH:29][CH:30]=4)[NH:22][C:21]=3[C:20]([OH:31])=[CH:19][CH:18]=2)=[O:16])(=[O:9])=[O:10])=[CH:4][CH:3]=1. (2) Given the reactants [Cl-:1].[Cl-].[Cl-].[Zr+3:4].[CH-:5]1[C:13]2[C:8](=[CH:9][CH:10]=[CH:11][CH:12]=2)[CH:7]=[CH:6]1.[Li+].CCO[CH2:18][CH3:19], predict the reaction product. The product is: [Cl-:1].[Cl-:1].[CH3:5][C:6]1[C:18]([CH3:19])=[C:9]([CH3:10])[C:8]([Zr+2:4][CH:5]2[C:13]3[C:8](=[CH:9][CH:10]=[CH:11][CH:12]=3)[CH:7]=[CH:6]2)([CH3:13])[CH:7]=1. (3) Given the reactants [CH2:1]1[CH:6]2[CH2:7][C:8]3([NH2:11])[CH2:10][CH:4]([CH2:5]2)[CH2:3][CH:2]1[CH2:9]3.[O:12]1[CH:16]=[CH:15][CH:14]=[C:13]1[C:17]1[N:22]=[CH:21][C:20]([CH:23]=O)=[CH:19][N:18]=1, predict the reaction product. The product is: [O:12]1[CH:16]=[CH:15][CH:14]=[C:13]1[C:17]1[N:18]=[CH:19][C:20]([CH2:23][NH:11][C:8]23[CH2:10][CH:4]4[CH2:5][CH:6]([CH2:1][CH:2]([CH2:3]4)[CH2:9]2)[CH2:7]3)=[CH:21][N:22]=1. (4) Given the reactants [C:1]([O:5][C:6]([N:8]1[CH2:12][C@@H:11]([C:13]2[CH:18]=[CH:17][CH:16]=[C:15]([CH:19]([CH3:21])[CH3:20])[CH:14]=2)[C@H:10]([CH2:22][NH:23][C:24]2[CH:29]=[CH:28][C:27]([Cl:30])=[CH:26][CH:25]=2)[CH2:9]1)=[O:7])([CH3:4])([CH3:3])[CH3:2].[CH2:31](Br)[C:32]1[CH:37]=[CH:36][CH:35]=[CH:34][CH:33]=1.C([O-])([O-])=O.[K+].[K+].[I-].[Na+], predict the reaction product. The product is: [C:1]([O:5][C:6]([N:8]1[CH2:12][C@@H:11]([C:13]2[CH:18]=[CH:17][CH:16]=[C:15]([CH:19]([CH3:21])[CH3:20])[CH:14]=2)[C@H:10]([CH2:22][N:23]([CH2:31][C:32]2[CH:37]=[CH:36][CH:35]=[CH:34][CH:33]=2)[C:24]2[CH:25]=[CH:26][C:27]([Cl:30])=[CH:28][CH:29]=2)[CH2:9]1)=[O:7])([CH3:3])([CH3:4])[CH3:2]. (5) Given the reactants NC1C=C(C=CC=1)O[C:6]1[CH:11]=[CH:10][N:9]=[C:8]([C:12](N)=O)[CH:7]=1.[NH2:18][C:19]1[CH:24]=[CH:23][C:22]([OH:25])=[C:21]([F:26])[CH:20]=1.ClC1C=CN=C(C#N)C=1, predict the reaction product. The product is: [F:26][C:21]1[CH:20]=[C:19]([NH2:18])[CH:24]=[CH:23][C:22]=1[O:25][C:6]1[CH:11]=[CH:10][N:9]=[C:8]([CH3:12])[CH:7]=1. (6) Given the reactants [CH3:1][C:2]1[CH:7]=[CH:6][C:5]([S:8]([O:11][CH2:12][C@@H:13]2[O:18][C:17]3[C:19]([CH:34]=CC)=[C:20]([NH:23][C:24]([O:26][CH2:27][C:28]4[CH:33]=[CH:32][CH:31]=[CH:30][CH:29]=4)=[O:25])[CH:21]=[CH:22][C:16]=3[O:15][CH2:14]2)(=[O:10])=[O:9])=[CH:4][CH:3]=1.[O:37]1CCCC1, predict the reaction product. The product is: [CH3:1][C:2]1[CH:3]=[CH:4][C:5]([S:8]([O:11][CH2:12][CH:13]2[O:18][C:17]3[C:19]([CH:34]=[O:37])=[C:20]([NH:23][C:24]([O:26][CH2:27][C:28]4[CH:29]=[CH:30][CH:31]=[CH:32][CH:33]=4)=[O:25])[CH:21]=[CH:22][C:16]=3[O:15][CH2:14]2)(=[O:10])=[O:9])=[CH:6][CH:7]=1. (7) Given the reactants [CH3:1][O-:2].[Na+].Cl[C:5]1[N:10]=[N:9][C:8]([N:11]2[C:15]([C:16]3[CH:21]=[N:20][C:19]([CH3:22])=[CH:18][N:17]=3)=[CH:14][C:13]([C:23]([O:25]C)=[O:24])=[N:12]2)=[CH:7][CH:6]=1.O.Cl, predict the reaction product. The product is: [CH3:1][O:2][C:5]1[N:10]=[N:9][C:8]([N:11]2[C:15]([C:16]3[CH:21]=[N:20][C:19]([CH3:22])=[CH:18][N:17]=3)=[CH:14][C:13]([C:23]([OH:25])=[O:24])=[N:12]2)=[CH:7][CH:6]=1. (8) Given the reactants [N:1]1[C:10]2[C:5](=[CH:6][CH:7]=[CH:8][CH:9]=2)[C:4](B(O)O)=[CH:3][CH:2]=1.Br[C:15]1[CH:16]=[N:17][N:18]2[CH:23]=[C:22]([C:24]3[CH:29]=[CH:28][C:27]([N:30]4[CH2:35][C@@H:34]5[CH2:36][C@H:31]4[CH2:32][N:33]5[C:37]([O:39][C:40]([CH3:43])([CH3:42])[CH3:41])=[O:38])=[CH:26][CH:25]=3)[CH:21]=[N:20][C:19]=12, predict the reaction product. The product is: [N:1]1[C:10]2[C:5](=[CH:6][CH:7]=[CH:8][CH:9]=2)[C:4]([C:15]2[CH:16]=[N:17][N:18]3[CH:23]=[C:22]([C:24]4[CH:25]=[CH:26][C:27]([N:30]5[CH2:35][C@@H:34]6[CH2:36][C@H:31]5[CH2:32][N:33]6[C:37]([O:39][C:40]([CH3:43])([CH3:42])[CH3:41])=[O:38])=[CH:28][CH:29]=4)[CH:21]=[N:20][C:19]=23)=[CH:3][CH:2]=1.